Dataset: Reaction yield outcomes from USPTO patents with 853,638 reactions. Task: Predict the reaction yield, written as a fraction of the theoretical maximum amount of product (1.0 means a 100% yield; for example, 0.34 means a 34% yield). (1) The reactants are [Cl:1][C:2]1[CH:7]=[CH:6][C:5]([S:8]([NH:11][C@H:12]2[CH2:17][CH2:16][CH2:15][CH2:14][C@H:13]2[C:18]([NH2:20])=[O:19])(=[O:10])=[O:9])=[CH:4][CH:3]=1.Br[CH2:22][C:23]1[CH:28]=[CH:27][C:26]([C:29]([F:32])([F:31])[F:30])=[CH:25][CH:24]=1. No catalyst specified. The product is [Cl:1][C:2]1[CH:7]=[CH:6][C:5]([S:8]([N:11]([CH2:22][C:23]2[CH:24]=[CH:25][C:26]([C:29]([F:30])([F:31])[F:32])=[CH:27][CH:28]=2)[C@H:12]2[CH2:17][CH2:16][CH2:15][CH2:14][C@H:13]2[C:18]([NH2:20])=[O:19])(=[O:9])=[O:10])=[CH:4][CH:3]=1. The yield is 0.520. (2) The reactants are [P:1]([O:13][CH2:14][CH2:15][CH2:16][C@H:17]([N:27]([CH3:40])[C:28]([NH:30][CH2:31][C:32]1[CH:37]=[CH:36][CH:35]=[C:34]([F:38])[C:33]=1[F:39])=[O:29])[CH2:18][O:19][Si](C(C)(C)C)(C)C)([O:8][C:9]([CH3:12])([CH3:11])[CH3:10])([O:3][C:4]([CH3:7])([CH3:6])[CH3:5])=[O:2].CCCC[N+](CCCC)(CCCC)CCCC.[F-]. The catalyst is C1COCC1. The product is [P:1]([O:13][CH2:14][CH2:15][CH2:16][C@H:17]([N:27]([CH3:40])[C:28]([NH:30][CH2:31][C:32]1[CH:37]=[CH:36][CH:35]=[C:34]([F:38])[C:33]=1[F:39])=[O:29])[CH2:18][OH:19])([O:8][C:9]([CH3:10])([CH3:11])[CH3:12])([O:3][C:4]([CH3:7])([CH3:6])[CH3:5])=[O:2]. The yield is 0.610. (3) The reactants are Cl.[CH2:2]([O:4][C:5]([N:7]1[CH2:13][CH2:12][C:11]([NH2:14])=[N:10][CH2:9][CH2:8]1)=[O:6])[CH3:3].C(=O)([O-])[O-].[K+].[K+].[N:21]1[CH:26]=[CH:25][C:24]([C:27](=O)[CH2:28][C:29](OCC)=[O:30])=[N:23][CH:22]=1. The catalyst is C(O)C. The product is [CH2:2]([O:4][C:5]([N:7]1[CH2:13][CH2:12][C:11]2=[N:14][C:27]([C:24]3[CH:25]=[CH:26][N:21]=[CH:22][N:23]=3)=[CH:28][C:29](=[O:30])[N:10]2[CH2:9][CH2:8]1)=[O:6])[CH3:3]. The yield is 0.460. (4) The reactants are [CH2:1]([C:3]([F:33])([CH2:31][CH3:32])[CH2:4][N:5]1[CH2:10][CH2:9][CH:8]([CH2:11][O:12][C:13]2[CH:18]=[CH:17][C:16]([C:19]3[CH:24]=[CH:23][C:22]([C:25]([O:27]CC)=[O:26])=[C:21]([F:30])[CH:20]=3)=[CH:15][CH:14]=2)[CH2:7][CH2:6]1)[CH3:2].O[Li].O. No catalyst specified. The product is [CH2:1]([C:3]([F:33])([CH2:31][CH3:32])[CH2:4][N:5]1[CH2:10][CH2:9][CH:8]([CH2:11][O:12][C:13]2[CH:18]=[CH:17][C:16]([C:19]3[CH:24]=[CH:23][C:22]([C:25]([OH:27])=[O:26])=[C:21]([F:30])[CH:20]=3)=[CH:15][CH:14]=2)[CH2:7][CH2:6]1)[CH3:2]. The yield is 0.920.